This data is from Full USPTO retrosynthesis dataset with 1.9M reactions from patents (1976-2016). The task is: Predict the reactants needed to synthesize the given product. (1) Given the product [NH:8]1[C:9]2[C:5](=[CH:4][CH:3]=[CH:2][CH:10]=2)[C:6]([C:11]([OH:12])=[O:32])=[CH:7]1, predict the reactants needed to synthesize it. The reactants are: Cl[C:2]1[CH:10]=[C:9]2[C:5]([C:6]([CH:11]=[O:12])=[CH:7][NH:8]2)=[CH:4][C:3]=1C1C=CC(OCC(C)(C)CO)=CC=1.CC(=CC)C.Cl([O-])=[O:32].[Na+].OP([O-])(O)=O.[Na+]. (2) The reactants are: Cl[CH2:2][C:3]1[O:4][CH:5]=[C:6]([C:8]2[CH:13]=[CH:12][CH:11]=[CH:10][CH:9]=2)[N:7]=1.[F:14][C:15]([F:31])([F:30])[CH2:16][NH:17][C:18]1[CH:25]=[CH:24][C:21]([C:22]#[N:23])=[C:20]([C:26]([F:29])([F:28])[F:27])[CH:19]=1.[H-].[Na+]. Given the product [C:8]1([C:6]2[N:7]=[C:3]([CH2:2][N:17]([CH2:16][C:15]([F:14])([F:30])[F:31])[C:18]3[CH:25]=[CH:24][C:21]([C:22]#[N:23])=[C:20]([C:26]([F:27])([F:28])[F:29])[CH:19]=3)[O:4][CH:5]=2)[CH:13]=[CH:12][CH:11]=[CH:10][CH:9]=1, predict the reactants needed to synthesize it. (3) Given the product [Cl:31][C:23]1[N:24]=[CH:25][C:20]([C:16]2[N:14]3[N:15]=[C:10]([C:7]4[CH:8]=[CH:9][C:4]([O:3][CH2:1][CH3:2])=[C:5]([O:27][CH3:28])[CH:6]=4)[CH:11]=[CH:12][C:13]3=[N:18][C:17]=2[CH3:19])=[CH:21][CH:22]=1, predict the reactants needed to synthesize it. The reactants are: [CH2:1]([O:3][C:4]1[CH:9]=[CH:8][C:7]([C:10]2[CH:11]=[CH:12][C:13]3[N:14]([C:16]([C:20]4[CH:21]=[CH:22][C:23](O)=[N:24][CH:25]=4)=[C:17]([CH3:19])[N:18]=3)[N:15]=2)=[CH:6][C:5]=1[O:27][CH3:28])[CH3:2].O=P(Cl)(Cl)[Cl:31]. (4) Given the product [Br:8][C:7]1[C:2]([N:9]2[CH2:14][CH2:13][CH:12]([C:15]([O:17][CH3:18])=[O:16])[CH2:11][CH2:10]2)=[N:3][CH:4]=[CH:5][CH:6]=1, predict the reactants needed to synthesize it. The reactants are: Br[C:2]1[C:7]([Br:8])=[CH:6][CH:5]=[CH:4][N:3]=1.[NH:9]1[CH2:14][CH2:13][CH:12]([C:15]([O:17][CH3:18])=[O:16])[CH2:11][CH2:10]1.